Dataset: Peptide-MHC class II binding affinity with 134,281 pairs from IEDB. Task: Regression. Given a peptide amino acid sequence and an MHC pseudo amino acid sequence, predict their binding affinity value. This is MHC class II binding data. The peptide sequence is AFKVAATAANAAPAI. The MHC is DRB1_0701 with pseudo-sequence DRB1_0701. The binding affinity (normalized) is 0.884.